Dataset: Full USPTO retrosynthesis dataset with 1.9M reactions from patents (1976-2016). Task: Predict the reactants needed to synthesize the given product. Given the product [OH:63][CH:60]1[CH2:61][CH2:62][N:57]([C@@H:55]([CH3:54])[CH2:13][N:14]2[CH2:19][CH2:18][CH:17]([NH:20][C:21]([C:23]3[NH:24][C:25]4[C:30]([CH:31]=3)=[C:29]([O:32][CH2:33][C:34]3[C:38]5[C:39]([Cl:43])=[CH:40][CH:41]=[CH:42][C:37]=5[O:36][CH:35]=3)[CH:28]=[CH:27][CH:26]=4)=[O:22])[CH2:16][CH2:15]2)[CH2:58][CH2:59]1, predict the reactants needed to synthesize it. The reactants are: Cl.Cl.[C@H]1([CH2:13][N:14]2[CH2:19][CH2:18][CH:17]([NH:20][C:21]([C:23]3[NH:24][C:25]4[C:30]([CH:31]=3)=[C:29]([O:32][CH2:33][C:34]3[C:38]5[C:39]([Cl:43])=[CH:40][CH:41]=[CH:42][C:37]=5[O:36][CH:35]=3)[CH:28]=[CH:27][CH:26]=4)=[O:22])[CH2:16][CH2:15]2)[C@@H]2N(CCCC2)CCC1.Cl.Cl.Cl.NC1CCN([CH2:54][C@@H:55]([N:57]2[CH2:62][CH2:61][CH:60]([OH:63])[CH2:59][CH2:58]2)C)CC1.